This data is from Catalyst prediction with 721,799 reactions and 888 catalyst types from USPTO. The task is: Predict which catalyst facilitates the given reaction. (1) Reactant: [CH2:1]([O:3][C:4]1[CH:5]=[C:6]([C:13]([O:22][CH3:23])([O:20][CH3:21])[CH2:14][CH2:15][C:16]([O:18]C)=[O:17])[CH:7]=[CH:8][C:9]=1[O:10][CH2:11][CH3:12])[CH3:2].[OH-].[K+:25]. Product: [CH2:1]([O:3][C:4]1[CH:5]=[C:6]([C:13]([O:22][CH3:23])([O:20][CH3:21])[CH2:14][CH2:15][C:16]([O-:18])=[O:17])[CH:7]=[CH:8][C:9]=1[O:10][CH2:11][CH3:12])[CH3:2].[K+:25]. The catalyst class is: 5. (2) Reactant: [CH2:1]([O:8][C:9]1[CH:14]=[CH:13][CH:12]=[C:11](Br)[N:10]=1)[C:2]1[CH:7]=[CH:6][CH:5]=[CH:4][CH:3]=1.C(=O)([O-])[O-].[Cs+].[Cs+].Br.[C:23]1([NH:29][C:30]([C:32]2[N:33]=[C:34]3[CH:39]=[CH:38][C:37](B4OC(C)(C)C(C)(C)O4)=[CH:36][N:35]3[CH:49]=2)=[O:31])[CH:28]=[CH:27][CH:26]=[CH:25][CH:24]=1. Product: [CH2:1]([O:8][C:9]1[N:10]=[C:11]([C:37]2[CH:38]=[CH:39][C:34]3[N:35]([CH:49]=[C:32]([C:30]([NH:29][C:23]4[CH:28]=[CH:27][CH:26]=[CH:25][CH:24]=4)=[O:31])[N:33]=3)[CH:36]=2)[CH:12]=[CH:13][CH:14]=1)[C:2]1[CH:7]=[CH:6][CH:5]=[CH:4][CH:3]=1. The catalyst class is: 117. (3) Reactant: FC(F)(F)C1C=CNN=1.[CH3:10][C:11]1[NH:15][N:14]=[C:13]([C:16]([F:19])([F:18])[F:17])[CH:12]=1.[H-].[Na+].[Br:22][C:23]1[C:24](Cl)=[N:25][C:26]([NH:29][C:30]2[CH:35]=[CH:34][CH:33]=[C:32]([Cl:36])[CH:31]=2)=[N:27][CH:28]=1. Product: [Br:22][C:23]1[C:28]([N:15]2[C:11]([CH3:10])=[CH:12][C:13]([C:16]([F:19])([F:18])[F:17])=[N:14]2)=[N:27][C:26]([NH:29][C:30]2[CH:35]=[CH:34][CH:33]=[C:32]([Cl:36])[CH:31]=2)=[N:25][CH:24]=1. The catalyst class is: 3. (4) Product: [OH:4][CH2:5][C:6]([NH:7][CH2:8][CH2:9][S:10]([N:13]1[CH2:18][CH2:17][C:16]([C:19]2[CH:43]=[CH:42][C:22]3[N:23]=[C:24]([O:26][CH:27]4[CH2:28][CH2:29][N:30]([C:33]5[N:34]=[CH:35][C:36]([CH2:39][CH2:40][CH3:41])=[CH:37][N:38]=5)[CH2:31][CH2:32]4)[S:25][C:21]=3[CH:20]=2)=[CH:15][CH2:14]1)(=[O:11])=[O:12])=[O:44]. The catalyst class is: 1. Reactant: C([O:4][CH2:5][C:6](=[O:44])[NH:7][CH2:8][CH2:9][S:10]([N:13]1[CH2:18][CH2:17][C:16]([C:19]2[CH:43]=[CH:42][C:22]3[N:23]=[C:24]([O:26][CH:27]4[CH2:32][CH2:31][N:30]([C:33]5[N:38]=[CH:37][C:36]([CH2:39][CH2:40][CH3:41])=[CH:35][N:34]=5)[CH2:29][CH2:28]4)[S:25][C:21]=3[CH:20]=2)=[CH:15][CH2:14]1)(=[O:12])=[O:11])(=O)C.[Li+].[OH-]. (5) Reactant: [Br:1][C:2]1[CH:3]=[C:4]2[C:8](=[CH:9][CH:10]=1)[N:7]([CH3:11])[CH:6]=[C:5]2[S:12]([C:15]1[CH:20]=[CH:19][C:18](F)=[CH:17][CH:16]=1)(=[O:14])=[O:13].[NH:22]1[CH2:27][CH2:26][NH:25][CH2:24][CH2:23]1.CS(C)=O. Product: [Br:1][C:2]1[CH:3]=[C:4]2[C:8](=[CH:9][CH:10]=1)[N:7]([CH3:11])[CH:6]=[C:5]2[S:12]([C:15]1[CH:20]=[CH:19][C:18]([N:22]2[CH2:27][CH2:26][NH:25][CH2:24][CH2:23]2)=[CH:17][CH:16]=1)(=[O:14])=[O:13]. The catalyst class is: 6. (6) Reactant: [CH3:1][C:2]1[CH:7]=[CH:6][CH:5]=[C:4]([CH3:8])[C:3]=1[OH:9].[CH3:10][C:11]1[O:15][C:14]([C:16]2[CH:21]=[CH:20][CH:19]=[CH:18][CH:17]=2)=[N:13][C:12]=1[CH2:22][CH2:23]O.C1(P(C2C=CC=CC=2)C2C=CC=CC=2)C=CC=CC=1.N(C(OCC)=O)=NC(OCC)=O. Product: [CH3:1][C:2]1[CH:7]=[CH:6][CH:5]=[C:4]([CH3:8])[C:3]=1[O:9][CH2:23][CH2:22][C:12]1[N:13]=[C:14]([C:16]2[CH:21]=[CH:20][CH:19]=[CH:18][CH:17]=2)[O:15][C:11]=1[CH3:10]. The catalyst class is: 20.